From a dataset of Catalyst prediction with 721,799 reactions and 888 catalyst types from USPTO. Predict which catalyst facilitates the given reaction. (1) Reactant: [CH3:1][NH:2][C:3]([C@@H:5]1[CH2:10][CH2:9][CH2:8][C@H:7]([C:11]([O:13][CH3:14])=[O:12])[CH2:6]1)=O.[N-:15]=[N+:16]=[N-:17].[Na+].FC(F)(F)S(OS(C(F)(F)F)(=O)=O)(=O)=O.C(=O)(O)[O-].[Na+]. Product: [CH3:1][N:2]1[C:3]([C@@H:5]2[CH2:10][CH2:9][CH2:8][C@H:7]([C:11]([O:13][CH3:14])=[O:12])[CH2:6]2)=[N:17][N:16]=[N:15]1. The catalyst class is: 290. (2) Reactant: [P:1]([O:13][CH2:14][N:15]1[C:19]2=[N:20][CH:21]=[C:22]([C:24](=[O:50])[NH:25][CH:26]3[CH2:31][CH2:30][C:29](=[CH:32][C:33]4[CH:38]=[CH:37][CH:36]=[C:35]([O:39][C:40]5[CH:45]=[CH:44][C:43]([C:46]([F:49])([F:48])[F:47])=[CH:42][N:41]=5)[CH:34]=4)[CH2:28][CH2:27]3)[CH:23]=[C:18]2[CH:17]=[CH:16]1)([O:8]C(C)(C)C)([O:3]C(C)(C)C)=[O:2].FC(F)(F)C(O)=O. Product: [P:1]([OH:8])([OH:3])([O:13][CH2:14][N:15]1[C:19]2=[N:20][CH:21]=[C:22]([C:24](=[O:50])[NH:25][CH:26]3[CH2:27][CH2:28][C:29](=[CH:32][C:33]4[CH:38]=[CH:37][CH:36]=[C:35]([O:39][C:40]5[CH:45]=[CH:44][C:43]([C:46]([F:47])([F:48])[F:49])=[CH:42][N:41]=5)[CH:34]=4)[CH2:30][CH2:31]3)[CH:23]=[C:18]2[CH:17]=[CH:16]1)=[O:2]. The catalyst class is: 2. (3) Reactant: C(O)(C(F)(F)F)=O.C(OC([N:15](C(OC(C)(C)C)=O)[C:16]1[C:17]([C:35]2[O:39][C:38]([C:40]3[CH:55]=[CH:54][C:43]([CH2:44][N:45](C)[C:46](=O)OC(C)(C)C)=[CH:42][CH:41]=3)=[N:37][N:36]=2)=[N:18][C:19]([C:22]2[CH:27]=[CH:26][C:25]([S:28]([CH:31]([CH3:33])[CH3:32])(=[O:30])=[O:29])=[CH:24][C:23]=2[F:34])=[CH:20][N:21]=1)=O)(C)(C)C. Product: [F:34][C:23]1[CH:24]=[C:25]([S:28]([CH:31]([CH3:33])[CH3:32])(=[O:29])=[O:30])[CH:26]=[CH:27][C:22]=1[C:19]1[N:18]=[C:17]([C:35]2[O:39][C:38]([C:40]3[CH:41]=[CH:42][C:43]([CH2:44][NH:45][CH3:46])=[CH:54][CH:55]=3)=[N:37][N:36]=2)[C:16]([NH2:15])=[N:21][CH:20]=1. The catalyst class is: 2.